Regression. Given a peptide amino acid sequence and an MHC pseudo amino acid sequence, predict their binding affinity value. This is MHC class II binding data. From a dataset of Peptide-MHC class II binding affinity with 134,281 pairs from IEDB. The peptide sequence is VKTITNDQIEVTNAT. The MHC is DRB1_0101 with pseudo-sequence DRB1_0101. The binding affinity (normalized) is 0.